Dataset: Catalyst prediction with 721,799 reactions and 888 catalyst types from USPTO. Task: Predict which catalyst facilitates the given reaction. (1) Reactant: [H-].[Na+].[N:3]1([CH2:8][CH2:9][O:10][CH2:11][C:12]2[CH:17]=[CH:16][C:15]([OH:18])=[CH:14][CH:13]=2)[CH:7]=[CH:6][N:5]=[N:4]1.Cl[CH2:20][C:21]1[N:22]=[C:23]([CH:26]=[CH:27][C:28]2[CH:33]=[CH:32][C:31]([O:34][CH:35]([F:37])[F:36])=[CH:30][CH:29]=2)[O:24][CH:25]=1.O. The catalyst class is: 3. Product: [F:37][CH:35]([F:36])[O:34][C:31]1[CH:32]=[CH:33][C:28](/[CH:27]=[CH:26]/[C:23]2[O:24][CH:25]=[C:21]([CH2:20][O:18][C:15]3[CH:14]=[CH:13][C:12]([CH2:11][O:10][CH2:9][CH2:8][N:3]4[CH:7]=[CH:6][N:5]=[N:4]4)=[CH:17][CH:16]=3)[N:22]=2)=[CH:29][CH:30]=1. (2) Reactant: [F:1][C:2]1[CH:10]=[CH:9][C:5]([C:6]([OH:8])=O)=[CH:4][C:3]=1[N+:11]([O-:13])=[O:12].S(Cl)(Cl)=O.[NH2:18][C:19]1[CH:24]=[CH:23][CH:22]=[CH:21][C:20]=1O.C(N(C(C)C)CC)(C)C.C1(C)C=CC(S(O)(=O)=O)=CC=1. Product: [F:1][C:2]1[CH:10]=[CH:9][C:5]([C:6]2[O:8][C:20]3[CH:21]=[CH:22][CH:23]=[CH:24][C:19]=3[N:18]=2)=[CH:4][C:3]=1[N+:11]([O-:13])=[O:12]. The catalyst class is: 182. (3) Reactant: [C:1]1(=[O:8])[CH2:6][CH2:5][CH2:4][C:3](=O)[CH2:2]1.C([O-])(=O)C.[NH4+:13].[CH:14]([CH:16]=[CH2:17])=O. Product: [O:8]=[C:1]1[CH2:6][CH2:5][CH2:4][C:3]2[N:13]=[CH:14][CH:16]=[CH:17][C:2]1=2. The catalyst class is: 11.